From a dataset of Reaction yield outcomes from USPTO patents with 853,638 reactions. Predict the reaction yield, written as a fraction of the theoretical maximum amount of product (1.0 means a 100% yield; for example, 0.34 means a 34% yield). (1) The reactants are Br[C:2]1[CH:3]=[N:4][CH:5]=[CH:6][CH:7]=1.C([Mg]Cl)(C)C.C([O:17][B:18]([CH:24]=[CH2:25])OCCCC)CCC.Cl. The catalyst is C1COCC1.O. The product is [N:4]1[CH:5]=[CH:6][CH:7]=[CH:2][C:3]=1[CH:25]=[CH:24][BH:18][OH:17]. The yield is 0.780. (2) The reactants are [CH3:1][O:2][CH2:3][C@@H:4]([O:6][C:7]1[CH:8]=[C:9]([CH:14]=[C:15]([O:17][CH2:18][C:19]2[CH:24]=[CH:23][CH:22]=[CH:21][CH:20]=2)[CH:16]=1)[C:10]([O:12]C)=[O:11])[CH3:5].[OH-].[Na+]. The catalyst is C1COCC1.CO.O. The product is [CH3:1][O:2][CH2:3][C@@H:4]([O:6][C:7]1[CH:8]=[C:9]([CH:14]=[C:15]([O:17][CH2:18][C:19]2[CH:20]=[CH:21][CH:22]=[CH:23][CH:24]=2)[CH:16]=1)[C:10]([OH:12])=[O:11])[CH3:5]. The yield is 0.990.